Task: Predict the product of the given reaction.. Dataset: Forward reaction prediction with 1.9M reactions from USPTO patents (1976-2016) (1) Given the reactants [CH2:1]([N:8]1[C:12]2=[C:13]([O:18]C)[N:14]=[CH:15][C:16]([Br:17])=[C:11]2[CH:10]=[C:9]1[C:20]([O:22][CH2:23][CH3:24])=[O:21])[C:2]1[CH:7]=[CH:6][CH:5]=[CH:4][CH:3]=1.Cl, predict the reaction product. The product is: [CH2:1]([N:8]1[C:12]2[C:13](=[O:18])[NH:14][CH:15]=[C:16]([Br:17])[C:11]=2[CH:10]=[C:9]1[C:20]([O:22][CH2:23][CH3:24])=[O:21])[C:2]1[CH:7]=[CH:6][CH:5]=[CH:4][CH:3]=1. (2) Given the reactants [Cl:1][C:2]1[CH:7]=[CH:6][CH:5]=[CH:4][C:3]=1[C:8]1[N:9]([C:24]2[CH:29]=[CH:28][C:27]([Cl:30])=[CH:26][CH:25]=2)[C:10]2[C:15]([N:16]=1)=[C:14]([NH:17][CH:18]1[CH2:23][CH2:22][NH:21][CH2:20][CH2:19]1)[N:13]=[CH:12][N:11]=2.[CH3:31][S:32](Cl)(=[O:34])=[O:33].C(N(CC)CC)C, predict the reaction product. The product is: [Cl:1][C:2]1[CH:7]=[CH:6][CH:5]=[CH:4][C:3]=1[C:8]1[N:9]([C:24]2[CH:25]=[CH:26][C:27]([Cl:30])=[CH:28][CH:29]=2)[C:10]2[C:15]([N:16]=1)=[C:14]([NH:17][CH:18]1[CH2:23][CH2:22][N:21]([S:32]([CH3:31])(=[O:34])=[O:33])[CH2:20][CH2:19]1)[N:13]=[CH:12][N:11]=2. (3) Given the reactants [CH2:1]([C:8]1[S:12][C:11]([NH2:13])=[CH:10][C:9]=1[C:14]1[CH:19]=[CH:18][CH:17]=[CH:16][CH:15]=1)[C:2]1[CH:7]=[CH:6][CH:5]=[CH:4][CH:3]=1.[C:20]([O:23][CH2:24][CH2:25][CH2:26][C:27]1[CH:28]=[C:29]([C:35](=[O:41])[CH2:36][CH2:37][C:38](O)=[O:39])[CH:30]=[CH:31][C:32]=1[O:33][CH3:34])(=[O:22])[CH3:21].C1C=CC2N(O)N=NC=2C=1.CCN=C=NCCCN(C)C, predict the reaction product. The product is: [C:20]([O:23][CH2:24][CH2:25][CH2:26][C:27]1[CH:28]=[C:29]([C:35](=[O:41])[CH2:36][CH2:37][C:38]([NH:13][C:11]2[S:12][C:8]([CH2:1][C:2]3[CH:3]=[CH:4][CH:5]=[CH:6][CH:7]=3)=[C:9]([C:14]3[CH:19]=[CH:18][CH:17]=[CH:16][CH:15]=3)[CH:10]=2)=[O:39])[CH:30]=[CH:31][C:32]=1[O:33][CH3:34])(=[O:22])[CH3:21]. (4) Given the reactants [Br:1][C:2]1[CH:8]=[C:7]([N+:9]([O-])=O)[C:5]([NH2:6])=[C:4]([N+:12]([O-])=O)[CH:3]=1.O.O.[Sn](Cl)Cl.O.[OH-].[Na+], predict the reaction product. The product is: [Br:1][C:2]1[CH:3]=[C:4]([NH2:12])[C:5]([NH2:6])=[C:7]([NH2:9])[CH:8]=1. (5) Given the reactants [Br:1][C:2]1[CH:10]=[CH:9][C:5]([C:6]([OH:8])=[O:7])=[CH:4][C:3]=1[OH:11].C(=O)([O-])[O-].[Cs+].[Cs+].Br[CH2:19][CH2:20][CH2:21][CH3:22], predict the reaction product. The product is: [Br:1][C:2]1[CH:10]=[CH:9][C:5]([C:6]([O:8][CH2:19][CH2:20][CH2:21][CH3:22])=[O:7])=[CH:4][C:3]=1[O:11][CH2:10][CH2:2][CH2:3][CH3:4].